This data is from Peptide-MHC class II binding affinity with 134,281 pairs from IEDB. The task is: Regression. Given a peptide amino acid sequence and an MHC pseudo amino acid sequence, predict their binding affinity value. This is MHC class II binding data. (1) The peptide sequence is KKWIKVEYGNLSLSGIA. The MHC is HLA-DQA10501-DQB10302 with pseudo-sequence HLA-DQA10501-DQB10302. The binding affinity (normalized) is 0.383. (2) The MHC is HLA-DQA10501-DQB10301 with pseudo-sequence HLA-DQA10501-DQB10301. The binding affinity (normalized) is 0.0690. The peptide sequence is EEDKENALSLLDKIYT.